This data is from Reaction yield outcomes from USPTO patents with 853,638 reactions. The task is: Predict the reaction yield, written as a fraction of the theoretical maximum amount of product (1.0 means a 100% yield; for example, 0.34 means a 34% yield). (1) The reactants are [Cl:1][C:2]1[C:3]([CH3:14])=[C:4]([C:10]([Cl:13])=[CH:11][CH:12]=1)[C:5]([O:7][CH2:8][CH3:9])=[O:6].[Br:15]N1C(=O)CCC1=O.N(C(C)(C)C#N)=NC(C)(C)C#N. The catalyst is C(Cl)(Cl)Cl.ClCCl. The product is [Br:15][CH2:14][C:3]1[C:2]([Cl:1])=[CH:12][CH:11]=[C:10]([Cl:13])[C:4]=1[C:5]([O:7][CH2:8][CH3:9])=[O:6]. The yield is 1.00. (2) The reactants are [CH3:1][O:2][C:3](=[O:39])[CH2:4][CH2:5][C:6]([NH:8][C:9]1[CH:14]=[CH:13][C:12]([C:15]([N:17]2[C:26]3[C:21](=[CH:22][CH:23]=[CH:24][CH:25]=3)[C@H:20]([N:27]([C:35](=[O:37])[CH3:36])[C:28]3[CH:33]=[CH:32][C:31]([Cl:34])=[CH:30][CH:29]=3)[CH2:19][C@@H:18]2[CH3:38])=[O:16])=[CH:11][CH:10]=1)=[O:7].[H-].[Na+].I[CH3:43]. The catalyst is CN(C=O)C. The product is [CH3:1][O:2][C:3](=[O:39])[CH2:4][CH2:5][C:6]([N:8]([C:9]1[CH:10]=[CH:11][C:12]([C:15]([N:17]2[C:26]3[C:21](=[CH:22][CH:23]=[CH:24][CH:25]=3)[C@H:20]([N:27]([C:35](=[O:37])[CH3:36])[C:28]3[CH:29]=[CH:30][C:31]([Cl:34])=[CH:32][CH:33]=3)[CH2:19][C@@H:18]2[CH3:38])=[O:16])=[CH:13][CH:14]=1)[CH3:43])=[O:7]. The yield is 0.260. (3) The reactants are [CH2:1]([C:3](=[CH:6][CH2:7][C:8]1[C:9]([O:21][CH2:22][CH2:23][Si:24]([CH3:27])([CH3:26])[CH3:25])=[C:10]2[C:14](=[C:15]([CH3:19])[C:16]=1[CH2:17][CH3:18])[CH2:13][O:12][C:11]2=[O:20])[CH:4]=O)[CH3:2].C(O)(=O)C(O)=O.[CH2:34]([O:36][P:37]([CH2:42][CH2:43][NH2:44])(=[O:41])[O:38][CH2:39][CH3:40])[CH3:35].C(O)(=O)C.C(O[BH-](OC(=O)C)OC(=O)C)(=O)C.[Na+]. The catalyst is CN(C=O)C. The product is [CH2:39]([O:38][P:37]([CH2:42][CH2:43][NH:44][CH2:4][C:3]([CH2:1][CH3:2])=[CH:6][CH2:7][C:8]1[C:9]([O:21][CH2:22][CH2:23][Si:24]([CH3:25])([CH3:27])[CH3:26])=[C:10]2[C:14](=[C:15]([CH3:19])[C:16]=1[CH2:17][CH3:18])[CH2:13][O:12][C:11]2=[O:20])(=[O:41])[O:36][CH2:34][CH3:35])[CH3:40]. The yield is 0.650. (4) The reactants are [I:1][C:2]1[CH:7]=[CH:6][C:5]([NH:8][C:9](=[O:14])[C:10]([CH3:13])([CH3:12])[CH3:11])=[CH:4][CH:3]=1.[H-].[Na+].[CH3:17]I.O. The catalyst is C1COCC1. The product is [I:1][C:2]1[CH:3]=[CH:4][C:5]([N:8]([CH3:17])[C:9](=[O:14])[C:10]([CH3:11])([CH3:13])[CH3:12])=[CH:6][CH:7]=1. The yield is 0.920. (5) The reactants are Cl[C:2]1[N:7]=[C:6]([C:8]2[S:12][C:11]([CH:13]3[CH2:18][CH2:17][O:16][CH2:15][CH2:14]3)=[N:10][C:9]=2[C:19]2[C:20]([F:34])=[C:21]([NH:25][S:26]([C:29]3[CH:33]=[CH:32][O:31][CH:30]=3)(=[O:28])=[O:27])[CH:22]=[CH:23][CH:24]=2)[CH:5]=[CH:4][N:3]=1.[CH2:35]([CH2:37][NH2:38])[OH:36].CO. The catalyst is C1(C)C=CC=CC=1. The product is [F:34][C:20]1[C:19]([C:9]2[N:10]=[C:11]([CH:13]3[CH2:18][CH2:17][O:16][CH2:15][CH2:14]3)[S:12][C:8]=2[C:6]2[CH:5]=[CH:4][N:3]=[C:2]([NH:38][CH2:37][CH2:35][OH:36])[N:7]=2)=[CH:24][CH:23]=[CH:22][C:21]=1[NH:25][S:26]([C:29]1[CH:33]=[CH:32][O:31][CH:30]=1)(=[O:28])=[O:27]. The yield is 0.437. (6) The product is [CH3:1][C@H:2]1[CH2:11][C:10](=[O:12])[CH2:9][C:4]2([CH2:5][CH2:6][CH2:7][CH2:8]2)[C@H:3]1[C:13]([O:15][CH2:16][CH3:17])=[O:14]. The yield is 0.910. The catalyst is CCCCCC.[Pd]. The reactants are [CH3:1][C:2]1[CH:3]([C:13]([O:15][CH2:16][CH3:17])=[O:14])[C:4]2([CH2:9][C:10](=[O:12])[CH:11]=1)[CH2:8][CH2:7][CH2:6][CH2:5]2. (7) The reactants are Cl.N[C@H]([C:5]1[C:6]([Cl:14])=[C:7]([CH:11]=[CH:12][CH:13]=1)[C:8]([OH:10])=[O:9])C.C1COCC1.[CH3:20][CH2:21][N:22](C(C)C)C(C)C.[C:37](O[C:37]([O:39][C:40]([CH3:43])([CH3:42])[CH3:41])=[O:38])([O:39][C:40]([CH3:43])([CH3:42])[CH3:41])=[O:38]. The catalyst is CN1C(=O)CCC1. The product is [C:40]([O:39][C:37]([NH:22][C@H:21]([C:13]1[CH:12]=[CH:11][C:7]([C:8]([OH:10])=[O:9])=[C:6]([Cl:14])[CH:5]=1)[CH3:20])=[O:38])([CH3:41])([CH3:42])[CH3:43]. The yield is 1.39.